Dataset: TCR-epitope binding with 47,182 pairs between 192 epitopes and 23,139 TCRs. Task: Binary Classification. Given a T-cell receptor sequence (or CDR3 region) and an epitope sequence, predict whether binding occurs between them. (1) The epitope is RILGAGCFV. The TCR CDR3 sequence is CSGGQGDGYTF. Result: 0 (the TCR does not bind to the epitope). (2) The epitope is SGPLKAEIAQRLED. The TCR CDR3 sequence is CASSQAAGGLSYNEQFF. Result: 0 (the TCR does not bind to the epitope). (3) The epitope is FLRGRAYGL. The TCR CDR3 sequence is CASSGYRANYGYTF. Result: 0 (the TCR does not bind to the epitope). (4) The epitope is CINGVCWTV. The TCR CDR3 sequence is CASSPEQGPLEAFF. Result: 1 (the TCR binds to the epitope). (5) The epitope is IYSKHTPINL. The TCR CDR3 sequence is CASSQSRGTEAFF. Result: 1 (the TCR binds to the epitope). (6) Result: 0 (the TCR does not bind to the epitope). The TCR CDR3 sequence is CASSPPGENYGYTF. The epitope is KLPDDFTGCV. (7) The epitope is EILDITPCSF. The TCR CDR3 sequence is CSADQGYEQYF. Result: 0 (the TCR does not bind to the epitope).